From a dataset of Full USPTO retrosynthesis dataset with 1.9M reactions from patents (1976-2016). Predict the reactants needed to synthesize the given product. Given the product [C:1]([NH:26][C@H:27]([C:31]([OH:33])=[O:32])[CH:28]([CH3:30])[CH3:29])(=[O:13])[C:2]1[CH:11]=[CH:10][C:9]2[C:4](=[CH:5][CH:6]=[CH:7][CH:8]=2)[N:3]=1, predict the reactants needed to synthesize it. The reactants are: [C:1]([OH:13])(=O)[C:2]1[CH:11]=[CH:10][C:9]2[C:4](=[CH:5][CH:6]=[CH:7][CH:8]=2)[N:3]=1.C(N1C=CN=C1)(N1C=CN=C1)=O.[NH2:26][C@H:27]([C:31]([OH:33])=[O:32])[CH:28]([CH3:30])[CH3:29].[OH-].[Li+].Cl.